From a dataset of Catalyst prediction with 721,799 reactions and 888 catalyst types from USPTO. Predict which catalyst facilitates the given reaction. (1) Reactant: [F:1][C:2]1[CH:9]=[C:8]([F:10])[CH:7]=[C:6]([OH:11])[C:3]=1[CH:4]=[O:5].[CH3:12][C@@H:13](O)[CH2:14][CH:15]=[CH2:16].C1(P(C2C=CC=CC=2)C2C=CC=CC=2)C=CC=CC=1.CC(OC(/N=N/C(OC(C)C)=O)=O)C. Product: [F:1][C:2]1[CH:9]=[C:8]([F:10])[CH:7]=[C:6]([O:11][C@H:15]([CH2:14][CH:13]=[CH2:12])[CH3:16])[C:3]=1[CH:4]=[O:5]. The catalyst class is: 116. (2) Reactant: C(OC(=O)[NH:7][CH:8]1[CH2:13][CH2:12][N:11]([C:14]2[N:15]=[CH:16][C:17]3[CH:23]=[C:22]([C:24](=[O:52])[NH:25][C:26]4[CH:31]=[C:30]([C:32](=[O:50])[NH:33][CH:34]([C:44]5[CH:49]=[CH:48][CH:47]=[CH:46][CH:45]=5)[CH2:35][NH:36]C(OC(C)(C)C)=O)[CH:29]=[CH:28][C:27]=4[Cl:51])[C:21](=[O:53])[NH:20][C:18]=3[N:19]=2)[CH2:10][CH2:9]1)(C)(C)C.Cl. Product: [ClH:51].[NH2:36][CH2:35][CH:34]([NH:33][C:32]([C:30]1[CH:29]=[CH:28][C:27]([Cl:51])=[C:26]([NH:25][C:24]([C:22]2[C:21](=[O:53])[NH:20][C:18]3[N:19]=[C:14]([N:11]4[CH2:12][CH2:13][CH:8]([NH2:7])[CH2:9][CH2:10]4)[N:15]=[CH:16][C:17]=3[CH:23]=2)=[O:52])[CH:31]=1)=[O:50])[C:44]1[CH:45]=[CH:46][CH:47]=[CH:48][CH:49]=1. The catalyst class is: 12. (3) Reactant: [CH:1]1[C:10]2[C:5](=[CH:6][CH:7]=[CH:8][CH:9]=2)[CH:4]=[CH:3][C:2]=1[C:11]1[CH:15]=[C:14](Br)[S:13][C:12]=1Br.C([Li])CCC.[CH:23](N1CCCCC1)=[O:24].C1C[O:34][CH2:33]C1. Product: [CH:1]1[C:10]2[C:5](=[CH:6][CH:7]=[CH:8][CH:9]=2)[CH:4]=[CH:3][C:2]=1[C:11]1[CH:15]=[C:14]([CH:33]=[O:34])[S:13][C:12]=1[CH:23]=[O:24]. The catalyst class is: 81. (4) Reactant: C([O:5][C:6](=[O:20])[CH2:7][NH:8][C:9]1[S:10][C:11]([C:14]2[CH:19]=[CH:18][CH:17]=[CH:16][CH:15]=2)=[N:12][N:13]=1)(C)(C)C. Product: [C:14]1([C:11]2[S:10][C:9]([NH:8][CH2:7][C:6]([OH:20])=[O:5])=[N:13][N:12]=2)[CH:15]=[CH:16][CH:17]=[CH:18][CH:19]=1. The catalyst class is: 631. (5) Reactant: [F:1][C:2]1[CH:3]=[N:4][C:5]2[C:10]([C:11]=1[CH2:12][CH2:13][C:14]13[CH2:21][CH2:20][C:17]([NH:22]C(=O)OC(C)(C)C)([CH2:18][CH2:19]1)[CH2:16][O:15]3)=[N:9][C:8]([O:30]C)=[CH:7][CH:6]=2.[ClH:32]. Product: [ClH:32].[NH2:22][C:17]12[CH2:20][CH2:21][C:14]([CH2:13][CH2:12][C:11]3[C:2]([F:1])=[CH:3][N:4]=[C:5]4[C:10]=3[N:9]=[C:8]([OH:30])[CH:7]=[CH:6]4)([CH2:19][CH2:18]1)[O:15][CH2:16]2. The catalyst class is: 12. (6) Reactant: [Br:1][C:2]1[N:7]=[C:6]([NH:8][CH:9]2[CH2:14][C:13]([CH3:16])([CH3:15])[NH:12][C:11]([CH3:18])([CH3:17])[CH2:10]2)[CH:5]=[CH:4][CH:3]=1.[C:19](OC(=O)C)(=[O:21])[CH3:20].[OH-].[Na+]. Product: [Br:1][C:2]1[N:7]=[C:6]([N:8]([CH:9]2[CH2:14][C:13]([CH3:16])([CH3:15])[NH:12][C:11]([CH3:18])([CH3:17])[CH2:10]2)[C:19](=[O:21])[CH3:20])[CH:5]=[CH:4][CH:3]=1. The catalyst class is: 4. (7) Reactant: Br[C:2]1[CH:10]=[CH:9][C:8]([C:11]([NH2:13])=[O:12])=[C:7]2[C:3]=1[C:4]([N+:14]([O-:16])=[O:15])=[CH:5][NH:6]2.[CH3:17][C:18]1[C:23](B2OC(C)(C)C(C)(C)O2)=[CH:22][CH:21]=[CH:20][C:19]=1[NH:33][C:34]([C:36]1[S:37][CH:38]=[CH:39][N:40]=1)=[O:35].[F-].[Cs+]. Product: [C:11]([C:8]1[CH:9]=[CH:10][C:2]([C:23]2[C:18]([CH3:17])=[C:19]([NH:33][C:34]([C:36]3[S:37][CH:38]=[CH:39][N:40]=3)=[O:35])[CH:20]=[CH:21][CH:22]=2)=[C:3]2[C:7]=1[NH:6][CH:5]=[C:4]2[N+:14]([O-:16])=[O:15])(=[O:12])[NH2:13]. The catalyst class is: 70.